This data is from Tyrosyl-DNA phosphodiesterase HTS with 341,365 compounds. The task is: Binary Classification. Given a drug SMILES string, predict its activity (active/inactive) in a high-throughput screening assay against a specified biological target. (1) The molecule is o1c2c(c(c(CCC(=O)NCCc3ccccc3)c1=O)C)ccc(O)c2C. The result is 0 (inactive). (2) The molecule is O1c2c(OC1)ccc(c1n[nH]c(c1)C(=O)N\N=C\c1ccccc1)c2. The result is 0 (inactive). (3) The drug is Clc1ccc(CN2CC(CCC2=O)C(=O)N2OCCCC2)cc1. The result is 0 (inactive). (4) The compound is Fc1ccc(C(NC(OC)=O)C(C(=O)CC)C(OCC=C)=O)cc1. The result is 0 (inactive). (5) The compound is Clc1c(OC(C)C(OCC(=O)Nc2noc(c2)C)=O)ccc(Cl)c1. The result is 0 (inactive). (6) The compound is O1C=2C(C(c3ccccc3)C(=C1N)C#N)=C/C(C(=O)C2)=C/Nc1c(cccc1)C. The result is 0 (inactive). (7) The compound is s1c(nn2c(nnc12)c1c(OC)cccc1)c1ccc(N(CC)CC)cc1. The result is 0 (inactive).